This data is from Full USPTO retrosynthesis dataset with 1.9M reactions from patents (1976-2016). The task is: Predict the reactants needed to synthesize the given product. Given the product [Cl:1][C:2]1[CH:3]=[CH:4][C:5]([S:8][CH:9]([NH:26][CH2:25][CH2:23][OH:24])[CH:10]2[CH2:21][C:18]3[C:13](=[C:14]([F:20])[CH:15]=[CH:16][C:17]=3[F:19])[O:12][CH2:11]2)=[CH:6][CH:7]=1, predict the reactants needed to synthesize it. The reactants are: [Cl:1][C:2]1[CH:7]=[CH:6][C:5]([S:8][C@@H:9]2[C:18]3[C:13](=[C:14]([F:20])[CH:15]=[CH:16][C:17]=3[F:19])[O:12][CH2:11][C@H:10]2[CH:21]=O)=[CH:4][CH:3]=1.[CH2:23]([CH2:25][NH2:26])[OH:24].[BH4-].[Na+].CO.